This data is from Reaction yield outcomes from USPTO patents with 853,638 reactions. The task is: Predict the reaction yield, written as a fraction of the theoretical maximum amount of product (1.0 means a 100% yield; for example, 0.34 means a 34% yield). The reactants are [C:1]([O:5][C:6]([NH:8][CH2:9][CH2:10][CH2:11][C:12]([OH:14])=[O:13])=[O:7])([CH3:4])([CH3:3])[CH3:2].[C:15]([O-])([O-])=O.[K+].[K+].CI. The catalyst is CC(C)=O. The product is [C:1]([O:5][C:6]([NH:8][CH2:9][CH2:10][CH2:11][C:12]([O:14][CH3:15])=[O:13])=[O:7])([CH3:4])([CH3:2])[CH3:3]. The yield is 0.830.